Task: Predict the reactants needed to synthesize the given product.. Dataset: Full USPTO retrosynthesis dataset with 1.9M reactions from patents (1976-2016) The reactants are: Cl[C:2]1[C:11]2[C:6](=[CH:7][C:8]([NH:12][C:13]3[CH:18]=[CH:17][C:16]([F:19])=[CH:15][CH:14]=3)=[CH:9][CH:10]=2)[CH:5]=[N:4][N:3]=1.CC1(C)CC(C)OB([C:28](=[CH2:33])[C:29]([F:32])([F:31])[F:30])O1.O.C(=O)([O-])[O-].[Na+].[Na+].O. Given the product [F:19][C:16]1[CH:17]=[CH:18][C:13]([NH:12][C:8]2[CH:7]=[C:6]3[C:11](=[CH:10][CH:9]=2)[C:2]([C:28](=[CH2:33])[C:29]([F:32])([F:31])[F:30])=[N:3][N:4]=[CH:5]3)=[CH:14][CH:15]=1, predict the reactants needed to synthesize it.